This data is from Full USPTO retrosynthesis dataset with 1.9M reactions from patents (1976-2016). The task is: Predict the reactants needed to synthesize the given product. (1) Given the product [NH2:1][C:2]1[CH:7]=[CH:6][CH:5]=[C:4]([C:8]2[CH:13]=[CH:12][CH:11]=[CH:10][CH:9]=2)[C:3]=1[C:14]([NH2:15])=[O:16], predict the reactants needed to synthesize it. The reactants are: [NH2:1][C:2]1[CH:7]=[CH:6][CH:5]=[C:4]([C:8]2[CH:13]=[CH:12][CH:11]=[CH:10][CH:9]=2)[C:3]=1[C:14]#[N:15].[OH-:16].[Na+]. (2) Given the product [F:3][C:4]1[CH:27]=[CH:26][CH:25]=[C:24]([F:28])[C:5]=1[C:6]([N:8]1[CH2:36][N:31]([S:32]([CH3:35])(=[O:34])=[O:33])[CH2:30][N:11]([C:12]2[CH:17]=[CH:16][C:15]([S:18][C:19]([F:21])([F:20])[F:22])=[CH:14][C:13]=2[F:23])[C:9]1=[O:10])=[O:7], predict the reactants needed to synthesize it. The reactants are: [H-].[Na+].[F:3][C:4]1[CH:27]=[CH:26][CH:25]=[C:24]([F:28])[C:5]=1[C:6]([NH:8][C:9]([NH:11][C:12]1[CH:17]=[CH:16][C:15]([S:18][C:19]([F:22])([F:21])[F:20])=[CH:14][C:13]=1[F:23])=[O:10])=[O:7].Cl[CH2:30][N:31]([CH2:36]Cl)[S:32]([CH3:35])(=[O:34])=[O:33].[Cl-].[NH4+]. (3) Given the product [CH3:17][S:18][CH2:19][O:20][C:21]1[CH:5]=[CH:29][CH:25]=[CH:26][CH:27]=1, predict the reactants needed to synthesize it. The reactants are: [H-].[Na+].[I-].[Na+].[CH3:5]N(C)P(N(C)C)(N(C)C)=O.Cl[CH2:17][S:18][CH2:19][O:20][CH2:21]SCCl.[CH2:25]1[CH2:29]O[CH2:27][CH2:26]1. (4) Given the product [Br:16][CH2:8][C:6]1[C:5]([F:9])=[CH:4][C:3]([CH:10]([CH3:15])[C:11]([O:13][CH3:14])=[O:12])=[C:2]([F:1])[CH:7]=1, predict the reactants needed to synthesize it. The reactants are: [F:1][C:2]1[CH:7]=[C:6]([CH3:8])[C:5]([F:9])=[CH:4][C:3]=1[CH:10]([CH3:15])[C:11]([O:13][CH3:14])=[O:12].[Br:16]N1C(=O)CCC1=O. (5) Given the product [Cl:37][C:36]1[CH:35]=[CH:34][C:23]([C:24]([N:26]([CH3:33])[C:27]2[CH:32]=[CH:31][CH:30]=[CH:29][CH:28]=2)=[O:25])=[CH:22][C:21]=1[N:13]1[C:12](=[O:38])[C:11]2[C:16](=[CH:17][CH:18]=[CH:19][C:10]=2[CH2:9][OH:8])[NH:15][C:14]1=[O:20], predict the reactants needed to synthesize it. The reactants are: [Si]([O:8][CH2:9][C:10]1[CH:19]=[CH:18][CH:17]=[C:16]2[C:11]=1[C:12](=[O:38])[N:13]([C:21]1[CH:22]=[C:23]([CH:34]=[CH:35][C:36]=1[Cl:37])[C:24]([N:26]([CH3:33])[C:27]1[CH:32]=[CH:31][CH:30]=[CH:29][CH:28]=1)=[O:25])[C:14](=[O:20])[NH:15]2)(C(C)(C)C)(C)C.[F-].C([N+](CCCC)(CCCC)CCCC)CCC.Cl. (6) Given the product [F:1][C:2]1[CH:7]=[CH:6][C:5]([C:8]2([CH3:14])[CH2:13][CH2:12][O:11][CH2:10][CH2:9]2)=[CH:4][N:3]=1, predict the reactants needed to synthesize it. The reactants are: [F:1][C:2]1[CH:7]=[CH:6][C:5]([C:8]2([CH2:14]I)[CH2:13][CH2:12][O:11][CH2:10][CH2:9]2)=[CH:4][N:3]=1.CCC(C)[BH-](C(C)CC)C(C)CC.[Na+].O.